This data is from Peptide-MHC class II binding affinity with 134,281 pairs from IEDB. The task is: Regression. Given a peptide amino acid sequence and an MHC pseudo amino acid sequence, predict their binding affinity value. This is MHC class II binding data. (1) The peptide sequence is TIGTSVEESEMFMPR. The MHC is DRB3_0301 with pseudo-sequence DRB3_0301. The binding affinity (normalized) is 0.368. (2) The peptide sequence is HLCGSHLVEAL. The MHC is HLA-DQA10102-DQB10602 with pseudo-sequence HLA-DQA10102-DQB10602. The binding affinity (normalized) is 0.324. (3) The peptide sequence is KKSLGMFISDTPGER. The MHC is DRB1_0101 with pseudo-sequence DRB1_0101. The binding affinity (normalized) is 0.382. (4) The peptide sequence is DIIEGPVKNVAVPLY. The MHC is HLA-DPA10201-DPB10501 with pseudo-sequence HLA-DPA10201-DPB10501. The binding affinity (normalized) is 0.292. (5) The peptide sequence is SEELRSLYNTVATLYCVHQ. The MHC is DRB1_1602 with pseudo-sequence DRB1_1602. The binding affinity (normalized) is 0.543.